From a dataset of Reaction yield outcomes from USPTO patents with 853,638 reactions. Predict the reaction yield, written as a fraction of the theoretical maximum amount of product (1.0 means a 100% yield; for example, 0.34 means a 34% yield). The reactants are Cl.Cl[CH2:3][C:4]1[N:13]=[C:12]([N:14]([C:16]2[CH:21]=[CH:20][C:19]([O:22][CH3:23])=[CH:18][CH:17]=2)[CH3:15])[C:11]2[C:6](=[CH:7][CH:8]=[CH:9][CH:10]=2)[N:5]=1.C([O-])([O-])=O.[K+].[K+].[C:30]1(=[O:40])[NH:34][C:33](=[O:35])[C:32]2=[CH:36][CH:37]=[CH:38][CH:39]=[C:31]12.[K]. The catalyst is CN(C=O)C.CCOC(C)=O. The product is [CH3:23][O:22][C:19]1[CH:20]=[CH:21][C:16]([N:14]([CH3:15])[C:12]2[C:11]3[C:6](=[CH:7][CH:8]=[CH:9][CH:10]=3)[N:5]=[C:4]([CH2:3][N:34]3[C:30](=[O:40])[C:31]4[C:32](=[CH:36][CH:37]=[CH:38][CH:39]=4)[C:33]3=[O:35])[N:13]=2)=[CH:17][CH:18]=1. The yield is 0.680.